Task: Predict the product of the given reaction.. Dataset: Forward reaction prediction with 1.9M reactions from USPTO patents (1976-2016) (1) Given the reactants [F:1][C:2]1[CH:8]=[CH:7][C:5]([NH2:6])=[CH:4][C:3]=1[N+:9]([O-:11])=[O:10].[CH:12]1([C:18](Cl)=[O:19])[CH2:17][CH2:16][CH2:15][CH2:14][CH2:13]1.N1C=CC=CC=1.C(OCC)(=O)C, predict the reaction product. The product is: [F:1][C:2]1[CH:8]=[CH:7][C:5]([NH:6][C:18]([CH:12]2[CH2:17][CH2:16][CH2:15][CH2:14][CH2:13]2)=[O:19])=[CH:4][C:3]=1[N+:9]([O-:11])=[O:10]. (2) The product is: [C:1](=[O:15])([O:2][C:3]1[CH:8]=[CH:7][C:6]([O:9][CH3:10])=[C:5]([NH:11][S:23]([CH3:22])(=[O:25])=[O:24])[CH:4]=1)[O:12][CH2:13][CH3:14]. Given the reactants [C:1](=[O:15])([O:12][CH2:13][CH3:14])[O:2][C:3]1[CH:8]=[CH:7][C:6]([O:9][CH3:10])=[C:5]([NH2:11])[CH:4]=1.N1C=CC=CC=1.[CH3:22][S:23](Cl)(=[O:25])=[O:24], predict the reaction product. (3) Given the reactants [CH2:1]([C@@H:3]1[N:12]([C:13](=[O:22])[C:14]2[CH:19]=[CH:18][C:17]([O:20]C)=[CH:16][CH:15]=2)[C:11]2[C:6](=[CH:7][CH:8]=[C:9]([F:23])[CH:10]=2)[N:5]([CH3:24])[C:4]1=[O:25])[CH3:2].C([C@H]1N(C(=O)C2C=CC(O)=CC=2)C2C(=CC(F)=CC=2)N(C)C1=O)C, predict the reaction product. The product is: [CH2:1]([C@@H:3]1[N:12]([C:13](=[O:22])[C:14]2[CH:19]=[CH:18][C:17]([OH:20])=[CH:16][CH:15]=2)[C:11]2[C:6](=[CH:7][CH:8]=[C:9]([F:23])[CH:10]=2)[N:5]([CH3:24])[C:4]1=[O:25])[CH3:2]. (4) Given the reactants I[C:2]1[CH:7]=[CH:6][C:5]([C:8]#[C:9][C:10]2[CH:11]=[C:12]([C:16]3[N:20]([CH3:21])[N:19]=[C:18]([CH2:22][CH2:23][CH3:24])[N:17]=3)[CH:13]=[CH:14][CH:15]=2)=[CH:4][CH:3]=1.[CH3:25][C:26]1[CH:31]=[CH:30][CH:29]=[C:28]([CH3:32])[C:27]=1[N:33]1[CH:37]=[CH:36][N:35]=[C:34]1[C:38]1[CH:43]=[CH:42][CH:41]=[C:40]([C:44]#[CH:45])[CH:39]=1.C(Cl)Cl, predict the reaction product. The product is: [CH3:32][C:28]1[CH:29]=[CH:30][CH:31]=[C:26]([CH3:25])[C:27]=1[N:33]1[CH:37]=[CH:36][N:35]=[C:34]1[C:38]1[CH:39]=[C:40]([C:44]#[C:45][C:2]2[CH:7]=[CH:6][C:5]([C:8]#[C:9][C:10]3[CH:11]=[C:12]([C:16]4[N:20]([CH3:21])[N:19]=[C:18]([CH2:22][CH2:23][CH3:24])[N:17]=4)[CH:13]=[CH:14][CH:15]=3)=[CH:4][CH:3]=2)[CH:41]=[CH:42][CH:43]=1. (5) Given the reactants [CH3:1][CH:2]([N:4]1[CH2:9][CH2:8][N:7]([C:10]([C@@H:12]2[CH2:16][CH2:15][NH:14][CH2:13]2)=[O:11])[CH2:6][CH2:5]1)[CH3:3].Br[C:18]1[CH:23]=[CH:22][C:21]([C:24]2[O:28][N:27]=[C:26]([CH3:29])[N:25]=2)=[CH:20][CH:19]=1, predict the reaction product. The product is: [CH3:3][CH:2]([N:4]1[CH2:9][CH2:8][N:7]([C:10]([C@@H:12]2[CH2:16][CH2:15][N:14]([C:18]3[CH:19]=[CH:20][C:21]([C:24]4[O:28][N:27]=[C:26]([CH3:29])[N:25]=4)=[CH:22][CH:23]=3)[CH2:13]2)=[O:11])[CH2:6][CH2:5]1)[CH3:1]. (6) Given the reactants C([O:8][C:9]1[C:14]([CH3:15])=[CH:13][C:12]([C:16]2[NH:17][C:18](=[O:30])[C:19]3[C:20]([O:28][CH3:29])=[CH:21][C:22]([O:26]C)=[N:23][C:24]=3[CH:25]=2)=[CH:11][C:10]=1[CH3:31])C1C=CC=CC=1.B(Br)(Br)Br.Cl.CCOCC, predict the reaction product. The product is: [OH:26][C:22]1[CH:21]=[C:20]([O:28][CH3:29])[C:19]2[C:18](=[O:30])[NH:17][C:16]([C:12]3[CH:13]=[C:14]([CH3:15])[C:9]([OH:8])=[C:10]([CH3:31])[CH:11]=3)=[CH:25][C:24]=2[N:23]=1. (7) Given the reactants [S:1](=[O:45])(=[O:44])([O:3][CH2:4][C@H:5]1[CH2:9][C@@H:8]([NH:10][C:11]2[C:16]([C:17]([C:19]3[S:20]C(C)=[C:22]([S:24][C:25]4[CH:30]=[CH:29][CH:28]=[C:27]([Cl:31])[CH:26]=4)[CH:23]=3)=[O:18])=[CH:15][N:14]=[CH:13][N:12]=2)[CH2:7][C@@H:6]1[O:33][Si:34]([CH:41]([CH3:43])[CH3:42])([CH:38]([CH3:40])[CH3:39])[CH:35]([CH3:37])[CH3:36])[NH2:2].ClC1C=CC=C(C(OO)=[O:54])C=1.[CH2:57]([Cl:59])Cl, predict the reaction product. The product is: [S:1](=[O:44])(=[O:45])([O:3][CH2:4][C@H:5]1[CH2:9][C@@H:8]([NH:10][C:11]2[C:16]([C:17]([C:19]3[S:20][C:57]([Cl:59])=[C:22]([S:24]([C:25]4[CH:30]=[CH:29][CH:28]=[C:27]([Cl:31])[CH:26]=4)=[O:54])[CH:23]=3)=[O:18])=[CH:15][N:14]=[CH:13][N:12]=2)[CH2:7][C@@H:6]1[O:33][Si:34]([CH:41]([CH3:43])[CH3:42])([CH:38]([CH3:39])[CH3:40])[CH:35]([CH3:37])[CH3:36])[NH2:2].